This data is from Reaction yield outcomes from USPTO patents with 853,638 reactions. The task is: Predict the reaction yield, written as a fraction of the theoretical maximum amount of product (1.0 means a 100% yield; for example, 0.34 means a 34% yield). (1) The reactants are Cl[C:2]1[N:7]=[C:6]([C:8]2[NH:9][C:10]3[C:15]([CH:16]=2)=[C:14]([F:17])[CH:13]=[CH:12][CH:11]=3)[C:5]([NH2:18])=[CH:4][CH:3]=1.[F:19][C:20]1[CH:25]=[CH:24][C:23]([C:26]2[O:27][C:28]3[CH:38]=[C:37]([N:39]([CH3:44])[S:40]([CH3:43])(=[O:42])=[O:41])[C:36](B4OC(C)(C)C(C)(C)O4)=[CH:35][C:29]=3[C:30]=2[C:31]([NH:33][CH3:34])=[O:32])=[CH:22][CH:21]=1.C([O-])([O-])=O.[Cs+].[Cs+]. The catalyst is O1CCOCC1.O.[Pd](Cl)Cl.C(P(C(C)(C)C)[C-]1C=CC=C1)(C)(C)C.[C-]1(P(C(C)(C)C)C(C)(C)C)C=CC=C1.[Fe+2]. The product is [NH2:18][C:5]1[CH:4]=[CH:3][C:2]([C:36]2[C:37]([N:39]([CH3:44])[S:40]([CH3:43])(=[O:42])=[O:41])=[CH:38][C:28]3[O:27][C:26]([C:23]4[CH:24]=[CH:25][C:20]([F:19])=[CH:21][CH:22]=4)=[C:30]([C:31]([NH:33][CH3:34])=[O:32])[C:29]=3[CH:35]=2)=[N:7][C:6]=1[C:8]1[NH:9][C:10]2[C:15]([CH:16]=1)=[C:14]([F:17])[CH:13]=[CH:12][CH:11]=2. The yield is 0.660. (2) The reactants are Cl.[Cl:2][C:3]1[CH:23]=[CH:22][C:6]([C:7]([N:9]2[CH2:14][CH2:13][N:12](C(OC(C)(C)C)=O)[CH2:11][CH2:10]2)=[O:8])=[CH:5][C:4]=1[N:24]([CH3:50])[C:25]([C:27]1[S:49][C:30]2[C:31]3[CH:39]=[CH:38][C:37]([C:40](=[O:48])[NH:41][CH2:42][CH2:43][S:44]([CH3:47])(=[O:46])=[O:45])=[CH:36][C:32]=3[O:33][CH2:34][CH2:35][C:29]=2[CH:28]=1)=[O:26]. The catalyst is CCOC(C)=O. The product is [Cl:2][C:3]1[CH:23]=[CH:22][C:6]([C:7]([N:9]2[CH2:14][CH2:13][NH:12][CH2:11][CH2:10]2)=[O:8])=[CH:5][C:4]=1[N:24]([CH3:50])[C:25]([C:27]1[S:49][C:30]2[C:31]3[CH:39]=[CH:38][C:37]([C:40]([NH:41][CH2:42][CH2:43][S:44]([CH3:47])(=[O:45])=[O:46])=[O:48])=[CH:36][C:32]=3[O:33][CH2:34][CH2:35][C:29]=2[CH:28]=1)=[O:26]. The yield is 0.550. (3) The reactants are [O:1]=[C:2]([NH:17][C:18]1[CH:23]=[CH:22][CH:21]=[C:20]([C:24]2[N:29]3[N:30]=[CH:31][C:32]([C:33]([C:35]4[S:36][CH:37]=[CH:38][CH:39]=4)=[O:34])=[C:28]3[N:27]=[CH:26][CH:25]=2)[CH:19]=1)[CH2:3][CH:4]1[CH2:9][CH2:8][N:7](C(OC(C)(C)C)=O)[CH2:6][CH2:5]1.FC(F)(F)C(O)=O. The catalyst is C(Cl)Cl. The product is [NH:7]1[CH2:6][CH2:5][CH:4]([CH2:3][C:2]([NH:17][C:18]2[CH:23]=[CH:22][CH:21]=[C:20]([C:24]3[N:29]4[N:30]=[CH:31][C:32]([C:33]([C:35]5[S:36][CH:37]=[CH:38][CH:39]=5)=[O:34])=[C:28]4[N:27]=[CH:26][CH:25]=3)[CH:19]=2)=[O:1])[CH2:9][CH2:8]1. The yield is 0.910. (4) The reactants are [Cl:1][C:2]1[CH:3]=[C:4]([C:9]([O:11][CH3:12])=[O:10])[CH:5]=[N:6][C:7]=1Cl.[C-:13]#[N:14].[Na+]. The catalyst is C(C#N)C.CN(C1C=CN=CC=1)C. The product is [Cl:1][C:2]1[CH:3]=[C:4]([C:9]([O:11][CH3:12])=[O:10])[CH:5]=[N:6][C:7]=1[C:13]#[N:14]. The yield is 0.650. (5) The reactants are [Cl-].O[NH3+:3].[C:4](=[O:7])([O-])[OH:5].[Na+].CS(C)=O.[OH:13][CH:14]([CH3:53])[C:15]([CH3:52])([CH3:51])[O:16][C:17]1[CH:22]=[CH:21][C:20]([N:23]2[C:28](=[O:29])[C:27]([CH2:30][C:31]3[CH:36]=[CH:35][C:34]([C:37]4[C:38]([C:43]#[N:44])=[CH:39][CH:40]=[CH:41][CH:42]=4)=[CH:33][CH:32]=3)=[C:26]([CH2:45][CH2:46][CH3:47])[N:25]3[N:48]=[CH:49][N:50]=[C:24]23)=[CH:19][CH:18]=1. The catalyst is C(OCC)(=O)C. The product is [OH:13][CH:14]([CH3:53])[C:15]([CH3:51])([CH3:52])[O:16][C:17]1[CH:22]=[CH:21][C:20]([N:23]2[C:28](=[O:29])[C:27]([CH2:30][C:31]3[CH:36]=[CH:35][C:34]([C:37]4[CH:42]=[CH:41][CH:40]=[CH:39][C:38]=4[C:43]4[NH:3][C:4](=[O:7])[O:5][N:44]=4)=[CH:33][CH:32]=3)=[C:26]([CH2:45][CH2:46][CH3:47])[N:25]3[N:48]=[CH:49][N:50]=[C:24]23)=[CH:19][CH:18]=1. The yield is 0.430.